This data is from Full USPTO retrosynthesis dataset with 1.9M reactions from patents (1976-2016). The task is: Predict the reactants needed to synthesize the given product. (1) The reactants are: [N+:1]([C:4]1[CH:23]=[CH:22][C:7]([C:8]([O:10][C@H:11]2[C:15]3[N:16]=[CH:17][N:18]=[C:19](Cl)[C:14]=3[C@H:13]([CH3:21])[CH2:12]2)=[O:9])=[CH:6][CH:5]=1)([O-:3])=[O:2].[CH2:24]([N:31]1[CH2:36][CH2:35][C:34]2([C:44]3[C:39](=[CH:40][CH:41]=[CH:42][C:43]=3[CH2:45][NH:46][C:47](=[O:53])[O:48][C:49]([CH3:52])([CH3:51])[CH3:50])[NH:38][CH2:37]2)[CH2:33][CH2:32]1)[C:25]1[CH:30]=[CH:29][CH:28]=[CH:27][CH:26]=1. Given the product [N+:1]([C:4]1[CH:23]=[CH:22][C:7]([C:8]([O:10][C@H:11]2[C:15]3[N:16]=[CH:17][N:18]=[C:19]([N:38]4[C:39]5[C:44](=[C:43]([CH2:45][NH:46][C:47]([O:48][C:49]([CH3:52])([CH3:51])[CH3:50])=[O:53])[CH:42]=[CH:41][CH:40]=5)[C:34]5([CH2:35][CH2:36][N:31]([CH2:24][C:25]6[CH:30]=[CH:29][CH:28]=[CH:27][CH:26]=6)[CH2:32][CH2:33]5)[CH2:37]4)[C:14]=3[C@H:13]([CH3:21])[CH2:12]2)=[O:9])=[CH:6][CH:5]=1)([O-:3])=[O:2], predict the reactants needed to synthesize it. (2) Given the product [CH2:27]1[C:35]2[C:30](=[CH:31][CH:32]=[CH:33][CH:34]=2)[CH2:29][CH:28]1[NH:36][S:17]([C:15]1[CH:16]=[C:11]([S:8]([C:5]2[CH:6]=[CH:7][C:2]([F:1])=[CH:3][CH:4]=2)(=[O:10])=[O:9])[C:12]([CH:24]([CH3:26])[CH3:25])=[CH:13][C:14]=1[CH:21]([CH3:23])[CH3:22])(=[O:19])=[O:18], predict the reactants needed to synthesize it. The reactants are: [F:1][C:2]1[CH:7]=[CH:6][C:5]([S:8]([C:11]2[C:12]([CH:24]([CH3:26])[CH3:25])=[CH:13][C:14]([CH:21]([CH3:23])[CH3:22])=[C:15]([S:17](Cl)(=[O:19])=[O:18])[CH:16]=2)(=[O:10])=[O:9])=[CH:4][CH:3]=1.[CH2:27]1[C:35]2[C:30](=[CH:31][CH:32]=[CH:33][CH:34]=2)[CH2:29][CH:28]1[NH2:36].